This data is from Peptide-MHC class II binding affinity with 134,281 pairs from IEDB. The task is: Regression. Given a peptide amino acid sequence and an MHC pseudo amino acid sequence, predict their binding affinity value. This is MHC class II binding data. (1) The peptide sequence is SINYRTEIDKPSQHH. The MHC is HLA-DQA10301-DQB10302 with pseudo-sequence HLA-DQA10301-DQB10302. The binding affinity (normalized) is 0.0694. (2) The peptide sequence is YLVDGNGRFVFTDITLPNIA. The MHC is DRB1_1501 with pseudo-sequence DRB1_1501. The binding affinity (normalized) is 0.936. (3) The peptide sequence is SLLWNGPMAVSMTGVK. The MHC is DRB1_0404 with pseudo-sequence DRB1_0404. The binding affinity (normalized) is 0.323. (4) The peptide sequence is ALDVWALGLAIFEFV. The MHC is DRB1_0401 with pseudo-sequence DRB1_0401. The binding affinity (normalized) is 0.575. (5) The peptide sequence is AFKVAATAAQAAPAN. The MHC is DRB1_1001 with pseudo-sequence DRB1_1001. The binding affinity (normalized) is 0.822. (6) The peptide sequence is VLEWRFDSRLAFHHV. The MHC is HLA-DPA10103-DPB10401 with pseudo-sequence HLA-DPA10103-DPB10401. The binding affinity (normalized) is 0.417. (7) The peptide sequence is SAQNISGAGWSGMAE. The MHC is DRB1_1501 with pseudo-sequence DRB1_1501. The binding affinity (normalized) is 0.166. (8) The peptide sequence is SLCLMMMLPATLAFH. The MHC is DRB1_1501 with pseudo-sequence DRB1_1501. The binding affinity (normalized) is 1.00.